Dataset: Human liver microsome stability data. Task: Regression/Classification. Given a drug SMILES string, predict its absorption, distribution, metabolism, or excretion properties. Task type varies by dataset: regression for continuous measurements (e.g., permeability, clearance, half-life) or binary classification for categorical outcomes (e.g., BBB penetration, CYP inhibition). Dataset: hlm. (1) The drug is O=C(N[C@@H](Cc1c[nH]c2ccccc12)C(=O)Nc1ccncc1)c1ccc(-c2ccc(O)c(F)c2)cc1F. The result is 0 (unstable in human liver microsomes). (2) The compound is Cc1cnc2c(C(F)(F)F)cccc2c1-c1cccc(-c2cc(S(C)(=O)=O)c(F)cc2F)c1. The result is 0 (unstable in human liver microsomes).